Dataset: TCR-epitope binding with 47,182 pairs between 192 epitopes and 23,139 TCRs. Task: Binary Classification. Given a T-cell receptor sequence (or CDR3 region) and an epitope sequence, predict whether binding occurs between them. (1) The epitope is ATVVIGTSK. Result: 1 (the TCR binds to the epitope). The TCR CDR3 sequence is CSKTSGLYNEQFF. (2) The epitope is FLNGSCGSV. The TCR CDR3 sequence is CASSYGIYEQYF. Result: 1 (the TCR binds to the epitope). (3) The TCR CDR3 sequence is CSARVGGDTQYF. Result: 0 (the TCR does not bind to the epitope). The epitope is EEHVQIHTI. (4) The epitope is QECVRGTTVL. The TCR CDR3 sequence is CASSEGGTEAFF. Result: 0 (the TCR does not bind to the epitope). (5) The epitope is RLRPGGKKK. The TCR CDR3 sequence is CASSTGLVGLEYF. Result: 0 (the TCR does not bind to the epitope). (6) The epitope is LLQTGIHVRVSQPSL. The TCR CDR3 sequence is CASSFSLVGQGDYGYTF. Result: 0 (the TCR does not bind to the epitope). (7) The epitope is KLPDDFTGCV. The TCR CDR3 sequence is CATRWSVQETQYF. Result: 1 (the TCR binds to the epitope). (8) The TCR CDR3 sequence is CASSFGGAYNEQFF. The epitope is WICLLQFAY. Result: 1 (the TCR binds to the epitope).